From a dataset of Full USPTO retrosynthesis dataset with 1.9M reactions from patents (1976-2016). Predict the reactants needed to synthesize the given product. (1) Given the product [C:38]([OH:39])([C:18]([F:21])([F:20])[F:19])=[O:41].[CH3:37][C:25]1[C:24]([C:9]2[CH:17]=[C:16]([C:18]([F:19])([F:20])[F:21])[CH:15]=[C:14]3[C:10]=2[CH:11]=[N:12][NH:13]3)=[C:28]([CH3:29])[N:27]([CH2:30][C:31]([NH:33][CH:34]([CH3:36])[CH3:35])=[O:32])[N:26]=1, predict the reactants needed to synthesize it. The reactants are: CC1(C)C(C)(C)OB([C:9]2[CH:17]=[C:16]([C:18]([F:21])([F:20])[F:19])[CH:15]=[C:14]3[C:10]=2[CH:11]=[N:12][NH:13]3)O1.Br[C:24]1[C:25]([CH3:37])=[N:26][N:27]([CH2:30][C:31]([NH:33][CH:34]([CH3:36])[CH3:35])=[O:32])[C:28]=1[CH3:29].[C:38](=[O:41])(O)[O-:39].[Na+]. (2) Given the product [CH2:21]([CH:5]([CH2:6][C:7]1[N:8]([CH2:12][C:13]2[CH:18]=[C:17]([Cl:19])[CH:16]=[C:15]([Cl:20])[CH:14]=2)[CH:9]=[CH:10][N:11]=1)[C:4]([OH:28])=[O:3])[C:22]1[CH:27]=[CH:26][CH:25]=[CH:24][CH:23]=1, predict the reactants needed to synthesize it. The reactants are: C([O:3][C:4](=[O:28])[CH:5]([CH2:21][C:22]1[CH:27]=[CH:26][CH:25]=[CH:24][CH:23]=1)[CH2:6][C:7]1[N:8]([CH2:12][C:13]2[CH:18]=[C:17]([Cl:19])[CH:16]=[C:15]([Cl:20])[CH:14]=2)[CH:9]=[CH:10][N:11]=1)C.Cl. (3) Given the product [Cl:1][C:2]1[CH:3]=[CH:4][C:5]2[N:11]([CH2:12][C:13]3[CH:18]=[CH:17][C:16]([O:19][CH3:20])=[CH:15][C:14]=3[O:21][CH3:22])[C:10](=[O:23])[CH:9]([C:24]([O:26][CH:45]([CH3:47])[CH3:46])=[O:25])[CH2:8][CH:7]([C:27]3[CH:32]=[CH:31][CH:30]=[C:29]([O:33][CH3:34])[C:28]=3[O:35][CH3:36])[C:6]=2[CH:37]=1, predict the reactants needed to synthesize it. The reactants are: [Cl:1][C:2]1[CH:3]=[CH:4][C:5]2[N:11]([CH2:12][C:13]3[CH:18]=[CH:17][C:16]([O:19][CH3:20])=[CH:15][C:14]=3[O:21][CH3:22])[C:10](=[O:23])[CH:9]([C:24]([OH:26])=[O:25])[CH2:8][CH:7]([C:27]3[CH:32]=[CH:31][CH:30]=[C:29]([O:33][CH3:34])[C:28]=3[O:35][CH3:36])[C:6]=2[CH:37]=1.C(=O)([O-])[O-].[K+].[K+].I[CH:45]([CH3:47])[CH3:46].O. (4) Given the product [CH2:20]([O:21][P:14]([CH2:24][NH:27][C:5](=[O:7])[C:4]1[CH:8]=[CH:9][CH:10]=[C:2]([Cl:1])[C:3]=1[N+:11]([O-:13])=[O:12])([O:15][CH2:16][CH3:17])=[O:23])[CH3:19], predict the reactants needed to synthesize it. The reactants are: [Cl:1][C:2]1[C:3]([N+:11]([O-:13])=[O:12])=[C:4]([CH:8]=[CH:9][CH:10]=1)[C:5]([OH:7])=O.[PH:14]1(=[O:23])[O:21][CH2:20][CH2:19]C(N)[CH2:17][CH2:16][O:15]1.[CH:24]([N:27](C(C)C)CC)(C)C.